Dataset: Catalyst prediction with 721,799 reactions and 888 catalyst types from USPTO. Task: Predict which catalyst facilitates the given reaction. (1) Reactant: [C:1]1([S:7][C:8]2[CH:16]=[CH:15][C:11]([C:12]([OH:14])=[O:13])=[CH:10][CH:9]=2)[CH:6]=[CH:5][CH:4]=[CH:3][CH:2]=1.[Br-].[Br-].[Br-].C1([N+](C)(C)C)C=CC=CC=1.C1([N+](C)(C)C)C=CC=CC=1.C1([N+](C)(C)C)C=CC=CC=1.[OH2:50]. Product: [C:1]1([S:7]([C:8]2[CH:16]=[CH:15][C:11]([C:12]([OH:14])=[O:13])=[CH:10][CH:9]=2)=[O:50])[CH:2]=[CH:3][CH:4]=[CH:5][CH:6]=1. The catalyst class is: 17. (2) Reactant: C(OC([N:8]1[CH2:13][CH2:12][N:11]([C:14]2[CH:19]=[CH:18][CH:17]=[CH:16][C:15]=2[C:20](=[O:28])[NH:21][C:22]2[CH:27]=[CH:26][CH:25]=[CH:24][CH:23]=2)[CH2:10][CH2:9]1)=O)(C)(C)C.[C:29]([OH:35])([C:31]([F:34])([F:33])[F:32])=[O:30]. Product: [F:32][C:31]([F:34])([F:33])[C:29]([OH:35])=[O:30].[C:22]1([NH:21][C:20]([C:15]2[CH:16]=[CH:17][CH:18]=[CH:19][C:14]=2[N:11]2[CH2:12][CH2:13][NH:8][CH2:9][CH2:10]2)=[O:28])[CH:23]=[CH:24][CH:25]=[CH:26][CH:27]=1. The catalyst class is: 2. (3) Reactant: [CH3:1][O:2][C:3](=[O:29])[C:4]1[CH:9]=[CH:8][C:7]([NH:10][C:11](=[O:28])[CH:12]([C:19]2[CH:24]=[CH:23][C:22]([N+:25]([O-])=O)=[CH:21][CH:20]=2)[CH2:13][CH:14]2[CH2:18][CH2:17][CH2:16][CH2:15]2)=[N:6][CH:5]=1.[H][H]. Product: [CH3:1][O:2][C:3](=[O:29])[C:4]1[CH:9]=[CH:8][C:7]([NH:10][C:11](=[O:28])[CH:12]([C:19]2[CH:20]=[CH:21][C:22]([NH2:25])=[CH:23][CH:24]=2)[CH2:13][CH:14]2[CH2:15][CH2:16][CH2:17][CH2:18]2)=[N:6][CH:5]=1. The catalyst class is: 78.